This data is from Full USPTO retrosynthesis dataset with 1.9M reactions from patents (1976-2016). The task is: Predict the reactants needed to synthesize the given product. (1) Given the product [C:3]1([CH3:1])[CH:4]=[CH:10][CH:9]=[CH:8][CH:7]=1.[CH2:32]([O:36][CH2:37][CH2:38][OH:39])[CH2:33][CH2:34][CH3:35].[CH2:12]([CH:14]([CH2:18][CH2:19][CH2:20][CH3:21])[C:15]([O-:17])=[O:16])[CH3:13].[La+3:11].[CH2:22]([CH:24]([CH2:28][CH2:29][CH2:30][CH3:31])[C:25]([O-:27])=[O:26])[CH3:23].[CH2:1]([CH:3]([CH2:7][CH2:8][CH2:9][CH3:10])[C:4]([O-:6])=[O:5])[CH3:2], predict the reactants needed to synthesize it. The reactants are: [CH2:1]([CH:3]([CH2:7][CH2:8][CH2:9][CH3:10])[C:4]([O-:6])=[O:5])[CH3:2].[La+3:11].[CH2:12]([CH:14]([CH2:18][CH2:19][CH2:20][CH3:21])[C:15]([O-:17])=[O:16])[CH3:13].[CH2:22]([CH:24]([CH2:28][CH2:29][CH2:30][CH3:31])[C:25]([O-:27])=[O:26])[CH3:23].[CH2:32]([O:36][CH2:37][CH2:38][OH:39])[CH2:33][CH2:34][CH3:35]. (2) Given the product [CH3:18][O:17][CH2:16][CH2:15][CH2:14][O:1][C:2]1[CH:11]=[C:10]([CH3:12])[CH:9]=[CH:8][C:3]=1[C:4]([O:6][CH3:7])=[O:5], predict the reactants needed to synthesize it. The reactants are: [OH:1][C:2]1[CH:11]=[C:10]([CH3:12])[CH:9]=[CH:8][C:3]=1[C:4]([O:6][CH3:7])=[O:5].Cl[CH2:14][CH2:15][CH2:16][O:17][CH3:18]. (3) Given the product [C:31]([C@@:2]([NH2:1])([CH2:6][S:7][CH2:8][C:9]1[CH:14]=[CH:13][C:12]([O:15][CH3:16])=[CH:11][CH:10]=1)[C:3]([OH:5])=[O:4])([O:33][C:34]([CH3:35])([CH3:36])[CH3:37])=[O:32], predict the reactants needed to synthesize it. The reactants are: [NH2:1][C@@H:2]([CH2:6][S:7][CH2:8][C:9]1[CH:14]=[CH:13][C:12]([O:15][CH3:16])=[CH:11][CH:10]=1)[C:3]([OH:5])=[O:4].C(=O)([O-])[O-].[K+].[K+].O([C:31]([O:33][C:34]([CH3:37])([CH3:36])[CH3:35])=[O:32])[C:31]([O:33][C:34]([CH3:37])([CH3:36])[CH3:35])=[O:32]. (4) The reactants are: [Cl:1][C:2]1[CH:7]=[CH:6][C:5]([OH:8])=[C:4]([CH:9]2[CH2:14][CH2:13][CH2:12][CH2:11][CH2:10]2)[CH:3]=1.[N:15]([O-:17])=[O:16].[Na+].C(OC(C)C)(C)C.S(=O)(=O)(O)O. Given the product [Cl:1][C:2]1[CH:7]=[C:6]([N+:15]([O-:17])=[O:16])[C:5]([OH:8])=[C:4]([CH:9]2[CH2:14][CH2:13][CH2:12][CH2:11][CH2:10]2)[CH:3]=1, predict the reactants needed to synthesize it. (5) Given the product [CH3:13][O:12][C:9]1[CH:10]=[CH:11][C:6]([CH2:5][C:2]2[S:16][C:15]([NH2:17])=[N:14][CH:3]=2)=[CH:7][CH:8]=1, predict the reactants needed to synthesize it. The reactants are: Br[CH:2]([CH2:5][C:6]1[CH:11]=[CH:10][C:9]([O:12][CH3:13])=[CH:8][CH:7]=1)[CH:3]=O.[NH2:14][C:15]([NH2:17])=[S:16]. (6) The reactants are: [Cl:1][C:2]1[CH:7]=[C:6]([Cl:8])[CH:5]=[C:4]([CH2:9][OH:10])[C:3]=1[N+:11]([O-:13])=[O:12].[OH-].[Na+].S(OC)(O[CH3:20])(=O)=O. Given the product [Cl:1][C:2]1[CH:7]=[C:6]([Cl:8])[CH:5]=[C:4]([CH2:9][O:10][CH3:20])[C:3]=1[N+:11]([O-:13])=[O:12], predict the reactants needed to synthesize it.